Dataset: Full USPTO retrosynthesis dataset with 1.9M reactions from patents (1976-2016). Task: Predict the reactants needed to synthesize the given product. (1) Given the product [CH3:1][S:2]([O:6][CH2:7][CH2:8][C:9]1[CH:10]=[CH:11][C:12]([C:15]2[N:19]([C:20]3[CH:25]=[CH:24][C:23]([O:26][CH3:27])=[CH:22][CH:21]=3)[N:18]=[C:17]([C:28]([N:30]([O:32][CH3:33])[CH3:31])=[O:29])[CH:16]=2)=[CH:13][CH:14]=1)(=[O:4])=[O:3], predict the reactants needed to synthesize it. The reactants are: [CH3:1][S:2](Cl)(=[O:4])=[O:3].[OH:6][CH2:7][CH2:8][C:9]1[CH:14]=[CH:13][C:12]([C:15]2[N:19]([C:20]3[CH:25]=[CH:24][C:23]([O:26][CH3:27])=[CH:22][CH:21]=3)[N:18]=[C:17]([C:28]([N:30]([O:32][CH3:33])[CH3:31])=[O:29])[CH:16]=2)=[CH:11][CH:10]=1. (2) Given the product [CH3:42][C:37]1[C:36]([CH:7]([NH:6][S:2]([CH3:1])(=[O:4])=[O:3])[C:8]2[O:9][C:10]3[CH:16]=[CH:15][C:14]([CH2:17][C:18]([NH:20][CH:21]([C:28]4[CH:33]=[CH:32][C:31]([CH3:34])=[CH:30][C:29]=4[CH3:35])[C:22]4[CH:27]=[CH:26][CH:25]=[CH:24][CH:23]=4)=[O:19])=[CH:13][C:11]=3[CH:12]=2)=[C:40]([CH3:41])[O:39][N:38]=1, predict the reactants needed to synthesize it. The reactants are: [CH3:1][S:2](Cl)(=[O:4])=[O:3].[NH2:6][CH:7]([C:36]1[C:37]([CH3:42])=[N:38][O:39][C:40]=1[CH3:41])[C:8]1[O:9][C:10]2[CH:16]=[CH:15][C:14]([CH2:17][C:18]([NH:20][CH:21]([C:28]3[CH:33]=[CH:32][C:31]([CH3:34])=[CH:30][C:29]=3[CH3:35])[C:22]3[CH:27]=[CH:26][CH:25]=[CH:24][CH:23]=3)=[O:19])=[CH:13][C:11]=2[CH:12]=1.CCN(CC)CC. (3) Given the product [ClH:1].[CH3:2][C:3]1[CH:16]=[CH:15][C:14]2[C@@H:13]3[C@H:8]([CH2:9][CH2:10][C:11]4[CH:20]=[C:19]([OH:21])[C:18]([OH:23])=[CH:17][C:12]=43)[NH:7][CH2:6][C:5]=2[CH:4]=1, predict the reactants needed to synthesize it. The reactants are: [ClH:1].[CH3:2][C:3]1[CH:16]=[CH:15][C:14]2[C@@H:13]3[C@H:8]([CH2:9][CH2:10][C:11]4[CH:20]=[C:19]([O:21]C)[C:18]([O:23]C)=[CH:17][C:12]=43)[NH:7][CH2:6][C:5]=2[CH:4]=1.B(Br)(Br)Br.CO. (4) Given the product [I:20][CH2:6][CH:7]1[CH2:12][CH2:11][CH2:10][N:9]([C:13]([O:15][C:16]([CH3:19])([CH3:18])[CH3:17])=[O:14])[CH2:8]1, predict the reactants needed to synthesize it. The reactants are: CS(O[CH2:6][CH:7]1[CH2:12][CH2:11][CH2:10][N:9]([C:13]([O:15][C:16]([CH3:19])([CH3:18])[CH3:17])=[O:14])[CH2:8]1)(=O)=O.[I-:20].[Na+]. (5) Given the product [F:21][CH:20]([F:22])[C:17]1[N:18]=[CH:19][C:14]([C:7]2[CH:8]=[CH:9][C:4]([C:1]([OH:3])=[O:2])=[CH:5][CH:6]=2)=[CH:15][CH:16]=1, predict the reactants needed to synthesize it. The reactants are: [C:1]([C:4]1[CH:9]=[CH:8][C:7](B(O)O)=[CH:6][CH:5]=1)([OH:3])=[O:2].Br[C:14]1[CH:15]=[CH:16][C:17]([CH:20]([F:22])[F:21])=[N:18][CH:19]=1. (6) Given the product [Cl:1][C:2]1[CH:3]=[C:4]([NH:10][C:11]2[CH:19]=[CH:18][C:14]([C:15]([N:24]3[CH2:25][CH2:26][C:21]([OH:27])([CH3:20])[CH2:22][CH2:23]3)=[O:17])=[CH:13][N:12]=2)[C:5](=[O:9])[N:6]([CH3:8])[N:7]=1, predict the reactants needed to synthesize it. The reactants are: [Cl:1][C:2]1[CH:3]=[C:4]([NH:10][C:11]2[CH:19]=[CH:18][C:14]([C:15]([OH:17])=O)=[CH:13][N:12]=2)[C:5](=[O:9])[N:6]([CH3:8])[N:7]=1.[CH3:20][C:21]1([OH:27])[CH2:26][CH2:25][NH:24][CH2:23][CH2:22]1.C1C=CC2N(O)N=NC=2C=1.CCN(C(C)C)C(C)C.C(Cl)CCl.